This data is from Reaction yield outcomes from USPTO patents with 853,638 reactions. The task is: Predict the reaction yield, written as a fraction of the theoretical maximum amount of product (1.0 means a 100% yield; for example, 0.34 means a 34% yield). (1) The reactants are [CH:1]1([C:6]2[C:7]([OH:20])=[CH:8][C:9]([N+:17]([O-])=O)=[C:10]([CH2:12][C:13]([O:15][CH3:16])=[O:14])[CH:11]=2)[CH2:5][CH2:4][CH2:3][CH2:2]1.O. The catalyst is C(O)(=O)C.CO.[Zn]. The product is [NH2:17][C:9]1[CH:8]=[C:7]([OH:20])[C:6]([CH:1]2[CH2:5][CH2:4][CH2:3][CH2:2]2)=[CH:11][C:10]=1[CH2:12][C:13]([O:15][CH3:16])=[O:14]. The yield is 0.930. (2) The reactants are [CH:1]1([CH2:4][CH:5]=O)[CH2:3][CH2:2]1.ClCCl.[CH2:10]([O:12][C:13]([C@H:15]1[C@@H:20]([NH2:21])[C@H:19]2[CH2:22][C@@H:16]1[CH2:17][CH2:18]2)=[O:14])[CH3:11].C(O[BH-](OC(=O)C)OC(=O)C)(=O)C.[Na+]. The catalyst is CO.C(O)(=O)C. The product is [CH2:10]([O:12][C:13]([C@H:15]1[C@@H:20]([NH:21][CH2:5][CH2:4][CH:1]2[CH2:2][CH2:3]2)[C@H:19]2[CH2:22][C@@H:16]1[CH2:17][CH2:18]2)=[O:14])[CH3:11]. The yield is 0.849. (3) The reactants are [NH2:1][CH:2]([CH3:13])[C:3]([N:5]1[CH2:10][CH2:9][S:8](=[O:12])(=[O:11])[CH2:7][CH2:6]1)=O. The catalyst is C1COCC1. The product is [O:12]=[S:8]1(=[O:11])[CH2:9][CH2:10][N:5]([CH2:3][C@@H:2]([NH2:1])[CH3:13])[CH2:6][CH2:7]1. The yield is 0.900. (4) The reactants are [OH:1][C:2]1[CH:3]=[CH:4][CH:5]=[C:6]2[C:11]=1[CH:10]=[C:9]([S:12]([OH:15])(=[O:14])=[O:13])[CH:8]=[CH:7]2.[OH-].[K+].Br[CH2:19][C:20]1[CH:29]=[CH:28][C:23]([C:24]([O:26][CH3:27])=[O:25])=[CH:22][CH:21]=1.[Na+].[I-]. The catalyst is CN(C=O)C.O. The product is [CH3:27][O:26][C:24]([C:23]1[CH:28]=[CH:29][C:20]([CH2:19][O:1][C:2]2[CH:3]=[CH:4][CH:5]=[C:6]3[C:11]=2[CH:10]=[C:9]([S:12]([OH:15])(=[O:13])=[O:14])[CH:8]=[CH:7]3)=[CH:21][CH:22]=1)=[O:25]. The yield is 0.310. (5) The reactants are [CH3:1][O:2][C:3]1[CH:4]=[C:5]2[O:9][C:8]([C:10]3[CH:15]=[CH:14][CH:13]=[CH:12][CH:11]=3)=[N:7][C:6]2=[C:16]([C:18]([OH:20])=O)[CH:17]=1.Cl.C(N=C=NCCCN(C)C)C.ON1C2C=CC=CC=2N=N1.Cl.Cl.[NH2:45][CH:46]1[CH2:53][CH:52]2[N:54]([CH3:55])[CH:48]([CH2:49][CH2:50][CH2:51]2)[CH2:47]1.C(N(CC)CC)C. The catalyst is CN(C=O)C.ClCCl. The product is [CH3:55][N:54]1[CH:48]2[CH2:49][CH2:50][CH2:51][CH:52]1[CH2:53][CH:46]([NH:45][C:18]([C:16]1[CH:17]=[C:3]([O:2][CH3:1])[CH:4]=[C:5]3[O:9][C:8]([C:10]4[CH:11]=[CH:12][CH:13]=[CH:14][CH:15]=4)=[N:7][C:6]=13)=[O:20])[CH2:47]2. The yield is 0.160. (6) The reactants are [NH2:1][C:2]1[CH:10]=[CH:9][CH:8]=[CH:7][C:3]=1[C:4]([O-:6])=O.[CH:11](=O)[C:12]1[CH:17]=[CH:16][CH:15]=[CH:14][CH:13]=1.S([O-])(O)=O.[Na+].O.CC([N:28](C)C)=O. No catalyst specified. The product is [C:12]1([C:11]2[N:28]=[C:4]([OH:6])[C:3]3[C:2](=[CH:10][CH:9]=[CH:8][CH:7]=3)[N:1]=2)[CH:17]=[CH:16][CH:15]=[CH:14][CH:13]=1. The yield is 0.850. (7) The reactants are [CH2:1]([O:3][C:4](=[O:41])[C:5]([CH3:40])([CH3:39])[CH2:6][CH2:7][CH2:8][CH2:9][CH2:10][CH2:11][C:12]([N+]#[C-])(S(C1C=CC(C)=CC=1)(=O)=O)[CH2:13][CH2:14][CH2:15][CH2:16][CH2:17][CH2:18][C:19]([CH3:26])([CH3:25])[C:20]([O:22][CH2:23][CH3:24])=[O:21])[CH3:2].Cl.[OH2:43]. The catalyst is ClCl. The product is [CH2:1]([O:3][C:4](=[O:41])[C:5]([CH3:40])([CH3:39])[CH2:6][CH2:7][CH2:8][CH2:9][CH2:10][CH2:11][C:12](=[O:43])[CH2:13][CH2:14][CH2:15][CH2:16][CH2:17][CH2:18][C:19]([CH3:26])([CH3:25])[C:20]([O:22][CH2:23][CH3:24])=[O:21])[CH3:2]. The yield is 0.400.